This data is from Peptide-MHC class I binding affinity with 185,985 pairs from IEDB/IMGT. The task is: Regression. Given a peptide amino acid sequence and an MHC pseudo amino acid sequence, predict their binding affinity value. This is MHC class I binding data. (1) The peptide sequence is LQKIPLQWF. The MHC is HLA-B46:01 with pseudo-sequence HLA-B46:01. The binding affinity (normalized) is 0.0847. (2) The peptide sequence is SYMSTFPLF. The MHC is HLA-C04:01 with pseudo-sequence HLA-C04:01. The binding affinity (normalized) is 0.585. (3) The peptide sequence is NTATTVLLDE. The MHC is HLA-A24:02 with pseudo-sequence HLA-A24:02. The binding affinity (normalized) is 0. (4) The peptide sequence is SSRGYSAIW. The MHC is HLA-A80:01 with pseudo-sequence HLA-A80:01. The binding affinity (normalized) is 0.0847. (5) The MHC is HLA-A33:01 with pseudo-sequence HLA-A33:01. The binding affinity (normalized) is 0.0983. The peptide sequence is IPQCRLTPL. (6) The peptide sequence is FQPQFGQFI. The MHC is H-2-Kb with pseudo-sequence H-2-Kb. The binding affinity (normalized) is 0.0352.